This data is from Merck oncology drug combination screen with 23,052 pairs across 39 cell lines. The task is: Regression. Given two drug SMILES strings and cell line genomic features, predict the synergy score measuring deviation from expected non-interaction effect. (1) Drug 1: O=S1(=O)NC2(CN1CC(F)(F)F)C1CCC2Cc2cc(C=CCN3CCC(C(F)(F)F)CC3)ccc2C1. Drug 2: CS(=O)(=O)CCNCc1ccc(-c2ccc3ncnc(Nc4ccc(OCc5cccc(F)c5)c(Cl)c4)c3c2)o1. Cell line: CAOV3. Synergy scores: synergy=44.2. (2) Drug 1: CC1(c2nc3c(C(N)=O)cccc3[nH]2)CCCN1. Drug 2: Cn1cc(-c2cnn3c(N)c(Br)c(C4CCCNC4)nc23)cn1. Cell line: VCAP. Synergy scores: synergy=-9.27. (3) Drug 1: O=S1(=O)NC2(CN1CC(F)(F)F)C1CCC2Cc2cc(C=CCN3CCC(C(F)(F)F)CC3)ccc2C1. Drug 2: O=C(CCCCCCC(=O)Nc1ccccc1)NO. Cell line: RKO. Synergy scores: synergy=2.23. (4) Drug 1: N#Cc1ccc(Cn2cncc2CN2CCN(c3cccc(Cl)c3)C(=O)C2)cc1. Drug 2: O=C(CCCCCCC(=O)Nc1ccccc1)NO. Cell line: NCIH520. Synergy scores: synergy=-0.917. (5) Drug 1: CN1C(=O)C=CC2(C)C3CCC4(C)C(NC(=O)OCC(F)(F)F)CCC4C3CCC12. Drug 2: NC1(c2ccc(-c3nc4ccn5c(=O)[nH]nc5c4cc3-c3ccccc3)cc2)CCC1. Cell line: NCIH460. Synergy scores: synergy=-2.84. (6) Drug 1: C=CCn1c(=O)c2cnc(Nc3ccc(N4CCN(C)CC4)cc3)nc2n1-c1cccc(C(C)(C)O)n1. Drug 2: NC(=O)c1cccc2cn(-c3ccc(C4CCCNC4)cc3)nc12. Cell line: T47D. Synergy scores: synergy=11.0.